Task: Predict the product of the given reaction.. Dataset: Forward reaction prediction with 1.9M reactions from USPTO patents (1976-2016) (1) The product is: [C:2]1([C:31]2[CH:36]=[CH:35][CH:34]=[CH:33][CH:32]=2)[CH:7]=[CH:6][CH:5]=[CH:4][C:3]=1[CH2:8][CH2:9][C:10]([N:12]([CH:22]([CH3:24])[CH3:23])[NH:13][C:14](=[O:21])[C:15]1[CH:20]=[CH:19][CH:18]=[CH:17][CH:16]=1)=[O:11]. Given the reactants Br[C:2]1[CH:7]=[CH:6][CH:5]=[CH:4][C:3]=1[CH2:8][CH2:9][C:10]([N:12]([CH:22]([CH3:24])[CH3:23])[NH:13][C:14](=[O:21])[C:15]1[CH:20]=[CH:19][CH:18]=[CH:17][CH:16]=1)=[O:11].C([O-])([O-])=O.[Na+].[Na+].[C:31]1(B(O)O)[CH:36]=[CH:35][CH:34]=[CH:33][CH:32]=1, predict the reaction product. (2) Given the reactants [CH:1]([C:4]1[N:8]=[C:7]([C:9]([O:11]CC)=[O:10])[O:6][N:5]=1)([CH3:3])[CH3:2].O/[N:15]=[C:16](/N)\[C:17]1C=CC=NC=1.[OH-].[Na+], predict the reaction product. The product is: [N:15]1[CH:16]=[CH:17][CH:2]=[C:1]([C:4]2[N:8]=[C:7]([C:9]([OH:11])=[O:10])[O:6][N:5]=2)[CH:3]=1. (3) Given the reactants [C:1]([O:10]C)(=O)[C:2]1[C:3](=[CH:5][CH:6]=[CH:7][CH:8]=1)[SH:4].[C:12]([C:14]1[N:19]=[C:18]([C:20]([O:22][CH2:23][CH3:24])=[O:21])[CH:17]=[CH:16][CH:15]=1)#[N:13].C(N(CC)CC)C, predict the reaction product. The product is: [O:10]=[C:1]1[C:2]2[CH:8]=[CH:7][CH:6]=[CH:5][C:3]=2[S:4][C:12]([C:14]2[N:19]=[C:18]([C:20]([O:22][CH2:23][CH3:24])=[O:21])[CH:17]=[CH:16][CH:15]=2)=[N:13]1.